The task is: Predict the reactants needed to synthesize the given product.. This data is from Full USPTO retrosynthesis dataset with 1.9M reactions from patents (1976-2016). (1) Given the product [F:1][C:2]1[C:8]([O:9][C:10]2[CH:15]=[CH:14][CH:13]=[CH:12][C:11]=2[F:16])=[CH:7][C:6]([N+:30]([O-:32])=[O:31])=[C:4]([CH:3]=1)[NH2:5], predict the reactants needed to synthesize it. The reactants are: [F:1][C:2]1[CH:3]=[C:4]([CH:6]=[CH:7][C:8]=1[O:9][C:10]1[CH:15]=[CH:14][CH:13]=[CH:12][C:11]=1[F:16])[NH2:5].C(OC(C(F)(F)F)=O)(C(F)(F)F)=O.[N+:30]([O-])([O-:32])=[O:31].[K+]. (2) The reactants are: [CH3:1][NH:2][CH2:3][CH2:4][NH:5][C:6]([C:8]1[C:13]([NH2:14])=[N:12][C:11]([NH2:15])=[C:10]([Cl:16])[N:9]=1)=[O:7].[C:17]([NH:24][CH2:25][CH2:26][CH2:27][CH2:28]Br)([O:19][C:20]([CH3:23])([CH3:22])[CH3:21])=[O:18].C(=O)([O-])[O-].[Na+].[Na+]. Given the product [C:20]([O:19][C:17](=[O:18])[NH:24][CH2:25][CH2:26][CH2:27][CH2:28][N:2]([CH2:3][CH2:4][NH:5][C:6]([C:8]1[C:13]([NH2:14])=[N:12][C:11]([NH2:15])=[C:10]([Cl:16])[N:9]=1)=[O:7])[CH3:1])([CH3:23])([CH3:22])[CH3:21], predict the reactants needed to synthesize it. (3) Given the product [Cl:42][C:39]1[CH:40]=[CH:41][C:36](/[CH:35]=[CH:34]/[C:31]2[O:32][CH:33]=[C:29]([CH2:28][O:24][C:21]3[CH:20]=[CH:19][C:18]([CH2:17][CH2:16][CH2:15][CH2:14][N:10]4[CH:11]=[CH:12][N:13]=[C:9]4[CH2:8][CH2:7][OH:6])=[CH:23][CH:22]=3)[N:30]=2)=[CH:37][CH:38]=1, predict the reactants needed to synthesize it. The reactants are: CN(C=O)C.[OH:6][CH2:7][CH2:8][C:9]1[N:10]([CH2:14][CH2:15][CH2:16][CH2:17][C:18]2[CH:23]=[CH:22][C:21]([OH:24])=[CH:20][CH:19]=2)[CH:11]=[CH:12][N:13]=1.[H-].[Na+].Cl[CH2:28][C:29]1[N:30]=[C:31](/[CH:34]=[CH:35]/[C:36]2[CH:41]=[CH:40][C:39]([Cl:42])=[CH:38][CH:37]=2)[O:32][CH:33]=1. (4) Given the product [C:39]([O:38][CH2:37][C@@H:33]1[CH2:34][CH2:35][CH2:36][N:32]1[C:30]([C:9]1[C:8]([NH:7][C:5]([O:4][CH2:1][CH:2]=[CH2:3])=[O:6])=[CH:27][C:12]([O:13][CH2:14][CH2:15][CH2:16][CH2:17][CH2:18][C:19]([O:21][CH2:22][C:23]([Cl:24])([Cl:25])[Cl:26])=[O:20])=[C:11]([O:28][CH3:29])[CH:10]=1)=[O:31])(=[O:41])[CH3:40], predict the reactants needed to synthesize it. The reactants are: [CH2:1]([O:4][C:5]([NH:7][C:8]1[C:9]([C:30]([N:32]2[CH2:36][CH2:35][CH2:34][C@H:33]2[CH2:37][OH:38])=[O:31])=[CH:10][C:11]([O:28][CH3:29])=[C:12]([CH:27]=1)[O:13][CH2:14][CH2:15][CH2:16][CH2:17][CH2:18][C:19]([O:21][CH2:22][C:23]([Cl:26])([Cl:25])[Cl:24])=[O:20])=[O:6])[CH:2]=[CH2:3].[C:39](OC(=O)C)(=[O:41])[CH3:40].C(N(CC)CC)C.CO.